From a dataset of Reaction yield outcomes from USPTO patents with 853,638 reactions. Predict the reaction yield, written as a fraction of the theoretical maximum amount of product (1.0 means a 100% yield; for example, 0.34 means a 34% yield). (1) The reactants are [CH2:1]([O:8][CH2:9][CH2:10][CH:11]=[O:12])[C:2]1[CH:7]=[CH:6][CH:5]=[CH:4][CH:3]=1.[Cl:13][C:14]1[N:19]=[C:18]([CH:20]2[CH2:28][C:27]3[C:22](=[CH:23][CH:24]=[CH:25][C:26]=3[F:29])[NH:21]2)[C:17](O)=[CH:16][CH:15]=1.C([O-])(O)=O.[Na+]. The catalyst is CC#N.C(O)(C(F)(F)F)=O. The product is [CH2:1]([O:8][CH2:9][CH2:10][CH:11]1[N:21]2[C:22]3[CH:23]=[CH:24][CH:25]=[C:26]([F:29])[C:27]=3[CH2:28][CH:20]2[C:18]2[N:19]=[C:14]([Cl:13])[CH:15]=[CH:16][C:17]=2[O:12]1)[C:2]1[CH:7]=[CH:6][CH:5]=[CH:4][CH:3]=1. The yield is 0.690. (2) The reactants are [CH3:1][C:2]1[CH:11]=[C:10]([CH2:12][O:13][C:14]2[CH:19]=[CH:18][C:17]([S:20]([NH:23][C@H:24]3[CH2:28][NH:27][CH2:26][C@H:25]3[C:29]([OH:31])=[O:30])(=[O:22])=[O:21])=[CH:16][CH:15]=2)[C:9]2[C:4](=[CH:5][CH:6]=[CH:7][CH:8]=2)[N:3]=1.[C:32](O[C:32]([O:34][C:35]([CH3:38])([CH3:37])[CH3:36])=[O:33])([O:34][C:35]([CH3:38])([CH3:37])[CH3:36])=[O:33]. No catalyst specified. The product is [C:35]([O:34][C:32]([N:27]1[CH2:28][C@H:24]([NH:23][S:20]([C:17]2[CH:18]=[CH:19][C:14]([O:13][CH2:12][C:10]3[C:9]4[C:4](=[CH:5][CH:6]=[CH:7][CH:8]=4)[N:3]=[C:2]([CH3:1])[CH:11]=3)=[CH:15][CH:16]=2)(=[O:21])=[O:22])[C@H:25]([C:29]([OH:31])=[O:30])[CH2:26]1)=[O:33])([CH3:38])([CH3:37])[CH3:36]. The yield is 0.550. (3) The reactants are [C:1]([O:5][C:6]([N:8]1[CH2:13][CH2:12][CH:11]([CH2:14][CH2:15][C:16]([N:18]2[CH2:23][CH2:22][CH2:21][C@@H:20]([C:24](=[O:39])[NH:25][CH:26]([C:32]3[CH:37]=[CH:36][C:35]([OH:38])=[CH:34][CH:33]=3)[CH2:27][C:28]([O:30][CH3:31])=[O:29])[CH2:19]2)=[O:17])[CH2:10][CH2:9]1)=[O:7])([CH3:4])([CH3:3])[CH3:2].C(=O)([O-])[O-].[Cs+].[Cs+].I[CH2:47][CH2:48][F:49]. The catalyst is O1CCCC1. The product is [F:49][CH2:48][CH2:47][O:38][C:35]1[CH:36]=[CH:37][C:32]([CH:26]([NH:25][C:24]([C@@H:20]2[CH2:21][CH2:22][CH2:23][N:18]([C:16](=[O:17])[CH2:15][CH2:14][CH:11]3[CH2:10][CH2:9][N:8]([C:6]([O:5][C:1]([CH3:4])([CH3:2])[CH3:3])=[O:7])[CH2:13][CH2:12]3)[CH2:19]2)=[O:39])[CH2:27][C:28]([O:30][CH3:31])=[O:29])=[CH:33][CH:34]=1. The yield is 0.500. (4) The reactants are Br[C:2]1[NH:10][C:9]2[C:4](=[N:5][CH:6]=[N:7][C:8]=2[NH2:11])[N:3]=1.[NH2:12][NH2:13]. The catalyst is C1COCC1. The product is [NH:12]([C:2]1[NH:3][C:4]2[C:9]([N:10]=1)=[C:8]([NH2:11])[N:7]=[CH:6][N:5]=2)[NH2:13]. The yield is 1.00. (5) The reactants are [CH3:1][NH:2][N:3]=[CH:4][C:5](=[O:7])[CH3:6].[CH2:8]([C:10]1[CH:15]=[CH:14][C:13]([C:16](=O)[CH:17]=[O:18])=[CH:12][CH:11]=1)[CH3:9].C(Cl)(Cl)Cl.CCCCCC.C(OCC)(=O)C. The catalyst is C(O)(=O)C. The product is [CH2:8]([C:10]1[CH:15]=[CH:14][C:13]([C:16]2[N:2]([CH3:1])[N:3]=[C:4]([C:5](=[O:7])[CH3:6])[C:17]=2[OH:18])=[CH:12][CH:11]=1)[CH3:9]. The yield is 0.0800. (6) The reactants are [C:1]([O:5][C:6]([N:8]([C:16]1[C:21]([C:22]#[C:23][Si](C)(C)C)=[N:20][C:19]([C:28]2[CH:33]=[CH:32][C:31]([S:34]([CH:37]([CH3:39])[CH3:38])(=[O:36])=[O:35])=[CH:30][CH:29]=2)=[CH:18][N:17]=1)[C:9](=[O:15])[O:10][C:11]([CH3:14])([CH3:13])[CH3:12])=[O:7])([CH3:4])([CH3:3])[CH3:2].C(=O)([O-])[O-].[Na+].[Na+]. The catalyst is CO. The product is [C:1]([O:5][C:6]([N:8]([C:16]1[C:21]([C:22]#[CH:23])=[N:20][C:19]([C:28]2[CH:29]=[CH:30][C:31]([S:34]([CH:37]([CH3:39])[CH3:38])(=[O:36])=[O:35])=[CH:32][CH:33]=2)=[CH:18][N:17]=1)[C:9](=[O:15])[O:10][C:11]([CH3:13])([CH3:14])[CH3:12])=[O:7])([CH3:2])([CH3:3])[CH3:4]. The yield is 0.890. (7) The reactants are [O:1]=[C:2]([N:16]1[CH2:21][CH2:20][N:19]2[C:22]([C:25]([F:28])([F:27])[F:26])=[N:23][N:24]=[C:18]2[CH2:17]1)[CH2:3][C:4](=O)[CH2:5][C:6]1[CH:11]=[C:10]([F:12])[C:9]([F:13])=[CH:8][C:7]=1[F:14].C([O-])(=O)C.[NH4+:33].N. The catalyst is CO. The product is [O:1]=[C:2]([N:16]1[CH2:21][CH2:20][N:19]2[C:22]([C:25]([F:28])([F:27])[F:26])=[N:23][N:24]=[C:18]2[CH2:17]1)[CH:3]=[C:4]([NH2:33])[CH2:5][C:6]1[CH:11]=[C:10]([F:12])[C:9]([F:13])=[CH:8][C:7]=1[F:14]. The yield is 0.750. (8) The reactants are [C:1]([O:5][C:6](=[O:20])[CH2:7][N:8]([CH2:12][C:13]([O:15][C:16]([CH3:19])([CH3:18])[CH3:17])=[O:14])[CH2:9][CH2:10]O)([CH3:4])([CH3:3])[CH3:2].C(N(CC)CC)C.[CH3:28][S:29](Cl)(=[O:31])=[O:30]. The catalyst is C(Cl)Cl. The product is [C:1]([O:5][C:6](=[O:20])[CH2:7][N:8]([CH2:12][C:13]([O:15][C:16]([CH3:19])([CH3:18])[CH3:17])=[O:14])[CH2:9][CH2:10][S:29]([CH3:28])(=[O:31])=[O:30])([CH3:4])([CH3:3])[CH3:2]. The yield is 0.990.